Task: Predict the product of the given reaction.. Dataset: Forward reaction prediction with 1.9M reactions from USPTO patents (1976-2016) (1) Given the reactants [H-].[Na+].[F:3][C:4]([CH3:10])([CH3:9])[C:5](OC)=[O:6].[C:11](#[N:13])[CH3:12].Cl, predict the reaction product. The product is: [F:3][C:4]([CH3:10])([CH3:9])[C:5](=[O:6])[CH2:12][C:11]#[N:13]. (2) The product is: [CH3:19][O:20][C:21]1[CH:30]=[CH:29][CH:28]=[CH:27][C:22]=1[O:23][CH2:24][CH2:25][NH:26][CH2:3][CH:2]([OH:1])[CH2:4][O:5][C:6]1[CH:7]=[CH:8][CH:9]=[C:10]2[NH:11][C:12]3[CH:13]=[CH:14][CH:15]=[CH:16][C:17]=3[C:18]=12.[C:31]([O-:39])(=[O:38])[C:32]1[CH:37]=[CH:36][CH:35]=[CH:34][CH:33]=1. Given the reactants [O:1]1[CH2:3][CH:2]1[CH2:4][O:5][C:6]1[C:18]2[C:17]3[C:12](=[CH:13][CH:14]=[CH:15][CH:16]=3)[NH:11][C:10]=2[CH:9]=[CH:8][CH:7]=1.[CH3:19][O:20][C:21]1[CH:30]=[CH:29][CH:28]=[CH:27][C:22]=1[O:23][CH2:24][CH2:25][NH2:26].[C:31]([OH:39])(=[O:38])[C:32]1[CH:37]=[CH:36][CH:35]=[CH:34][CH:33]=1, predict the reaction product. (3) Given the reactants [CH3:1][O:2][CH2:3][CH2:4][CH2:5][N:6]1[C:15]2[C:10](=[CH:11][C:12]3[CH2:20][CH2:19][N:18]([C:21]([O:23][C:24]([CH3:27])([CH3:26])[CH3:25])=[O:22])[CH2:17][CH2:16][C:13]=3[CH:14]=2)[CH2:9][CH2:8][C:7]1=[O:28].[Br:29]N1C(=O)CCC1=O.[N+]([O-])([O-])=O.[NH4+], predict the reaction product. The product is: [Br:29][C:14]1[C:13]2[CH2:16][CH2:17][N:18]([C:21]([O:23][C:24]([CH3:25])([CH3:27])[CH3:26])=[O:22])[CH2:19][CH2:20][C:12]=2[CH:11]=[C:10]2[C:15]=1[N:6]([CH2:5][CH2:4][CH2:3][O:2][CH3:1])[C:7](=[O:28])[CH2:8][CH2:9]2. (4) Given the reactants [CH2:1]([O:8][C:9]1[CH:14]=[CH:13][C:12]([C:15]([C:17]2[C:25]3[C:20](=[C:21]([C:26]([F:29])([F:28])[F:27])[CH:22]=[CH:23][CH:24]=3)[NH:19][N:18]=2)=[O:16])=[CH:11][CH:10]=1)[C:2]1[CH:7]=[CH:6][CH:5]=[CH:4][CH:3]=1.[H-].[Na+].I[CH:33]([CH3:35])[CH3:34], predict the reaction product. The product is: [CH2:1]([O:8][C:9]1[CH:10]=[CH:11][C:12]([C:15]([C:17]2[C:25]3[C:20](=[C:21]([C:26]([F:29])([F:27])[F:28])[CH:22]=[CH:23][CH:24]=3)[N:19]([CH:33]([CH3:35])[CH3:34])[N:18]=2)=[O:16])=[CH:13][CH:14]=1)[C:2]1[CH:7]=[CH:6][CH:5]=[CH:4][CH:3]=1. (5) The product is: [NH2:1][C:2]1[CH:3]=[C:4]([CH:17]=[CH:18][C:19]=1[Cl:20])[C:5]([NH:30][CH:28]([C:24]1[CH:25]=[CH:26][CH:27]=[C:22]([Cl:21])[CH:23]=1)[CH3:29])=[O:7]. Given the reactants [NH2:1][C:2]1[CH:3]=[C:4]([CH:17]=[CH:18][C:19]=1[Cl:20])[C:5]([O:7]N1C2C=CC=CC=2N=N1)=O.[Cl:21][C:22]1[CH:23]=[C:24]([CH:28]([NH2:30])[CH3:29])[CH:25]=[CH:26][CH:27]=1.C(N(CC)CC)C.CN(C)C=O, predict the reaction product. (6) Given the reactants Br[C:2]1[CH:7]=[N:6][CH:5]=[C:4]([C:8]2[CH:13]=[CH:12][C:11]([CH3:14])=[CH:10][CH:9]=2)[N:3]=1.C(N(CC)C(C)C)(C)C.[CH2:24]([NH:28][CH2:29][C:30]1[CH:42]=[CH:41][C:33]([O:34][CH2:35][C:36]([O:38][CH2:39][CH3:40])=[O:37])=[C:32]([CH3:43])[CH:31]=1)[CH2:25][CH2:26][CH3:27], predict the reaction product. The product is: [CH2:24]([N:28]([CH2:29][C:30]1[CH:42]=[CH:41][C:33]([O:34][CH2:35][C:36]([O:38][CH2:39][CH3:40])=[O:37])=[C:32]([CH3:43])[CH:31]=1)[C:2]1[CH:7]=[N:6][CH:5]=[C:4]([C:8]2[CH:13]=[CH:12][C:11]([CH3:14])=[CH:10][CH:9]=2)[N:3]=1)[CH2:25][CH2:26][CH3:27]. (7) Given the reactants [CH2:1]([O:3][C:4](=[O:20])[CH:5]([N:9](C(OC(C)(C)C)=O)[CH:10]1[CH2:12][CH2:11]1)[C:6](=[O:8])[CH3:7])[CH3:2].[ClH:21].C(OCC)C, predict the reaction product. The product is: [ClH:21].[CH2:1]([O:3][C:4](=[O:20])[CH:5]([NH:9][CH:10]1[CH2:11][CH2:12]1)[C:6](=[O:8])[CH3:7])[CH3:2]. (8) Given the reactants FC(F)(F)C(O)=O.C(OC(=O)[N:17]([CH2:20][CH2:21][CH2:22][N:23]([CH3:25])[CH3:24])[CH2:18][CH3:19])C1C=CC=CC=1.[ClH:27].[H][H], predict the reaction product. The product is: [ClH:27].[ClH:27].[CH2:18]([NH:17][CH2:20][CH2:21][CH2:22][N:23]([CH3:25])[CH3:24])[CH3:19]. (9) Given the reactants [Cl:1][C:2]1[CH:3]=[CH:4][C:5]([C:28]([F:31])([F:30])[F:29])=[C:6]([CH:27]=1)[CH2:7][N:8]1[CH2:13][CH2:12][NH:11][C:10]2[N:14]=[CH:15][C:16]([C:18]3[CH:19]=[C:20]([CH:24]=[CH:25][CH:26]=3)[C:21](O)=[O:22])=[CH:17][C:9]1=2.[CH3:32][O:33][C:34]1[CH:41]=[CH:40][C:37]([CH2:38][NH2:39])=[CH:36][CH:35]=1, predict the reaction product. The product is: [Cl:1][C:2]1[CH:3]=[CH:4][C:5]([C:28]([F:31])([F:29])[F:30])=[C:6]([CH:27]=1)[CH2:7][N:8]1[CH2:13][CH2:12][NH:11][C:10]2[N:14]=[CH:15][C:16]([C:18]3[CH:19]=[C:20]([CH:24]=[CH:25][CH:26]=3)[C:21]([NH:39][CH2:38][C:37]3[CH:40]=[CH:41][C:34]([O:33][CH3:32])=[CH:35][CH:36]=3)=[O:22])=[CH:17][C:9]1=2. (10) The product is: [CH2:16]([O:15][N:14]1[C:10]([CH:4]([NH2:1])[CH:5]([CH2:8][CH3:9])[CH2:6][CH3:7])=[CH:11][CH:12]=[N:13]1)[C:17]1[CH:22]=[CH:21][CH:20]=[CH:19][CH:18]=1. Given the reactants [N:1]([CH:4]([C:10]1[N:14]([O:15][CH2:16][C:17]2[CH:22]=[CH:21][CH:20]=[CH:19][CH:18]=2)[N:13]=[CH:12][CH:11]=1)[CH:5]([CH2:8][CH3:9])[CH2:6][CH3:7])=[N+]=[N-].O.C1(P(C2C=CC=CC=2)C2C=CC=CC=2)C=CC=CC=1, predict the reaction product.